This data is from Full USPTO retrosynthesis dataset with 1.9M reactions from patents (1976-2016). The task is: Predict the reactants needed to synthesize the given product. (1) Given the product [Br:22][C:11]1[CH:10]=[C:9]([C:3]([F:8])([C:4]([F:7])([F:6])[F:5])[C:2]([Br:1])([F:20])[F:21])[CH:15]=[C:14]([O:16][CH:17]([F:18])[F:19])[C:12]=1[NH2:13], predict the reactants needed to synthesize it. The reactants are: [Br:1][C:2]([F:21])([F:20])[C:3]([C:9]1[CH:15]=[C:14]([O:16][CH:17]([F:19])[F:18])[C:12]([NH2:13])=[CH:11][CH:10]=1)([F:8])[C:4]([F:7])([F:6])[F:5].[Br:22]N1C(=O)CCC1=O.O.C(=O)([O-])O.[Na+]. (2) Given the product [CH2:21]([O:20][C:18]([N:16]1[CH2:15][CH2:14][C:13]2[N:8]3[N:7]=[C:6](/[CH:5]=[C:24]4\[C@@H:25]5[N:29]([C:30]\4=[O:31])[C:28]([C:32]([OH:34])=[O:33])=[CH:27][S:26]5)[N:23]=[C:9]3[N:10]=[CH:11][C:12]=2[CH2:17]1)=[O:19])[CH3:22], predict the reactants needed to synthesize it. The reactants are: C(O[CH:5]([C:24]1(Br)[C:30](=[O:31])[N:29]2[C@@H:25]1[S:26][CH:27]=[C:28]2[C:32]([O:34]CC1C=CC([N+]([O-])=O)=CC=1)=[O:33])[C:6]1[N:23]=[C:9]2[N:10]=[CH:11][C:12]3[CH2:17][N:16]([C:18]([O:20][CH2:21][CH3:22])=[O:19])[CH2:15][CH2:14][C:13]=3[N:8]2[N:7]=1)(=O)C.C(#N)C. (3) Given the product [CH3:1][C:2]1([CH3:18])[CH2:3][CH2:4][CH:5]([C:8]2[C:9]3[N:10]([N:14]=[C:15]([NH2:17])[N:16]=3)[CH:11]=[CH:12][CH:13]=2)[CH2:6][CH2:7]1, predict the reactants needed to synthesize it. The reactants are: [CH3:1][C:2]1([CH3:18])[CH2:7][CH2:6][C:5]([C:8]2[C:9]3[N:10]([N:14]=[C:15]([NH2:17])[N:16]=3)[CH:11]=[CH:12][CH:13]=2)=[CH:4][CH2:3]1. (4) The reactants are: Cl[C:2]1[N:7]=[N:6][C:5]([C:8]2[CH:13]=[CH:12][CH:11]=[CH:10][CH:9]=2)=[C:4]([N:14]2[CH2:19][CH2:18][N:17]([C:20]([C:22]3[CH:27]=[CH:26][CH:25]=[CH:24][CH:23]=3)=[O:21])[CH2:16][CH2:15]2)[CH:3]=1.[CH3:28][NH:29][CH3:30]. Given the product [CH3:28][N:29]([CH3:30])[C:2]1[N:7]=[N:6][C:5]([C:8]2[CH:13]=[CH:12][CH:11]=[CH:10][CH:9]=2)=[C:4]([N:14]2[CH2:19][CH2:18][N:17]([C:20]([C:22]3[CH:27]=[CH:26][CH:25]=[CH:24][CH:23]=3)=[O:21])[CH2:16][CH2:15]2)[CH:3]=1, predict the reactants needed to synthesize it. (5) Given the product [NH2:20][C:19]1[C:3]([C:4]([NH:6][C:7]2[N:8]([C:13]3[CH:18]=[CH:17][CH:16]=[CH:15][CH:14]=3)[C:9]([CH3:12])=[N:10][CH:11]=2)=[O:25])=[C:2]([NH2:1])[NH:27][N:26]=1, predict the reactants needed to synthesize it. The reactants are: [NH2:1][C:2](C(Cl)(Cl)Cl)=[C:3]([C:19]#[N:20])[C:4]([NH:6][C:7]1[N:8]([C:13]2[CH:18]=[CH:17][CH:16]=[CH:15][CH:14]=2)[C:9]([CH3:12])=[N:10][CH:11]=1)=O.[OH2:25].[NH2:26][NH2:27]. (6) Given the product [Br:1][C:2]1[C:3](=[O:19])[N:4]([CH2:29][C:21]2[CH:26]=[N:25][CH:24]=[CH:23][N:22]=2)[C:5]([CH3:18])=[CH:6][C:7]=1[O:8][CH2:9][C:10]1[CH:15]=[CH:14][C:13]([F:16])=[CH:12][C:11]=1[F:17], predict the reactants needed to synthesize it. The reactants are: [Br:1][C:2]1[C:3](=[O:19])[NH:4][C:5]([CH3:18])=[CH:6][C:7]=1[O:8][CH2:9][C:10]1[CH:15]=[CH:14][C:13]([F:16])=[CH:12][C:11]=1[F:17].Cl[C:21]1[CH:26]=[N:25][CH:24]=[CH:23][N:22]=1.[H-].[Na+].[C:29](O)(=O)C.